From a dataset of Reaction yield outcomes from USPTO patents with 853,638 reactions. Predict the reaction yield, written as a fraction of the theoretical maximum amount of product (1.0 means a 100% yield; for example, 0.34 means a 34% yield). The reactants are Br[C:2]1[CH:3]=[C:4]2[C:10]([C:11]3[S:12][CH:13]=[CH:14][N:15]=3)=[CH:9][N:8](S(C3C=CC(C)=CC=3)(=O)=O)[C:5]2=[N:6][CH:7]=1.[N:26]1[CH:31]=[CH:30][CH:29]=[C:28](B(O)O)[CH:27]=1.C(#N)C.C([O-])(O)=O.[Na+]. The catalyst is C(OCC)(=O)C. The product is [N:26]1[CH:31]=[CH:30][CH:29]=[C:28]([C:2]2[CH:3]=[C:4]3[C:10]([C:11]4[S:12][CH:13]=[CH:14][N:15]=4)=[CH:9][NH:8][C:5]3=[N:6][CH:7]=2)[CH:27]=1. The yield is 0.760.